From a dataset of Forward reaction prediction with 1.9M reactions from USPTO patents (1976-2016). Predict the product of the given reaction. (1) Given the reactants [CH3:1][C:2]1[N:3]=[CH:4][S:5][C:6]=1[CH3:7].[Br:8][CH2:9][C:10]#[N:11], predict the reaction product. The product is: [Br-:8].[C:10]([CH2:9][N+:3]1[C:2]([CH3:1])=[C:6]([CH3:7])[S:5][CH:4]=1)#[N:11]. (2) Given the reactants [Cl:1][C:2]1[CH:7]=[CH:6][C:5]([C:8]2[C:12]3[CH2:13][NH:14][CH2:15][CH2:16][C:11]=3[N:10]([CH2:17][CH2:18][CH2:19][N:20]3[CH2:25][CH2:24][O:23][CH2:22][CH2:21]3)[N:9]=2)=[CH:4][C:3]=1[C:26]#[C:27][C:28]1[CH:33]=[CH:32][C:31]([Cl:34])=[CH:30][CH:29]=1.[C:35](=[O:38])([O-:37])N.[C:39](O)(C(F)(F)F)=[O:40].[CH2:46](Cl)Cl, predict the reaction product. The product is: [CH3:46][O:37][C:35](=[O:38])[C:39]([N:14]1[CH2:15][CH2:16][C:11]2[N:10]([CH2:17][CH2:18][CH2:19][N:20]3[CH2:25][CH2:24][O:23][CH2:22][CH2:21]3)[N:9]=[C:8]([C:5]3[CH:6]=[CH:7][C:2]([Cl:1])=[C:3]([C:26]#[C:27][C:28]4[CH:29]=[CH:30][C:31]([Cl:34])=[CH:32][CH:33]=4)[CH:4]=3)[C:12]=2[CH2:13]1)=[O:40]. (3) Given the reactants [CH2:1]([C:3]1[CH:8]=[CH:7][C:6]([S:9](Cl)(=[O:11])=[O:10])=[CH:5][CH:4]=1)[CH3:2].[CH3:13][C:14]1[CH:18]=[C:17]([NH2:19])[N:16]([C:20]2[CH:29]=[CH:28][CH:27]=[C:26]3[C:21]=2[CH:22]=[CH:23][CH:24]=[N:25]3)[N:15]=1.ClCCl, predict the reaction product. The product is: [CH2:1]([C:3]1[CH:8]=[CH:7][C:6]([S:9]([NH:19][C:17]2[N:16]([C:20]3[CH:29]=[CH:28][CH:27]=[C:26]4[C:21]=3[CH:22]=[CH:23][CH:24]=[N:25]4)[N:15]=[C:14]([CH3:13])[CH:18]=2)(=[O:11])=[O:10])=[CH:5][CH:4]=1)[CH3:2]. (4) Given the reactants [NH2:1][C:2]1[CH:7]=[CH:6][CH:5]=[C:4](Br)[N:3]=1.[Cl:9][C:10]1[CH:15]=[CH:14][CH:13]=[CH:12][C:11]=1B(O)O.C(=O)([O-])[O-].[Na+].[Na+], predict the reaction product. The product is: [Cl:9][C:10]1[CH:15]=[CH:14][CH:13]=[CH:12][C:11]=1[C:4]1[N:3]=[C:2]([NH2:1])[CH:7]=[CH:6][CH:5]=1. (5) The product is: [Cl:1][C:2]1[CH:21]=[CH:20][CH:19]=[C:18]([Cl:22])[C:3]=1[CH2:4][C:5]1[C:6](=[O:17])[O:7][C:8]2[C:13]([C:14]=1[CH3:15])=[CH:12][CH:11]=[C:10]([O:16][C:34]([N:24]1[C:33]3[C:28](=[CH:29][CH:30]=[CH:31][CH:32]=3)[CH2:27][CH2:26][CH2:25]1)=[O:35])[CH:9]=2. Given the reactants [Cl:1][C:2]1[CH:21]=[CH:20][CH:19]=[C:18]([Cl:22])[C:3]=1[CH2:4][C:5]1[C:6](=[O:17])[O:7][C:8]2[C:13]([C:14]=1[CH3:15])=[CH:12][CH:11]=[C:10]([OH:16])[CH:9]=2.[I-].[N:24]1([C:34](N2C=C[N+](C)=C2)=[O:35])[C:33]2[C:28](=[CH:29][CH:30]=[CH:31][CH:32]=2)[CH2:27][CH2:26][CH2:25]1, predict the reaction product. (6) Given the reactants [CH3:1][S:2](Cl)(=[O:4])=[O:3].[N:6]1[CH:11]=[CH:10][CH:9]=[C:8](/[CH:12]=[CH:13]/[CH2:14][OH:15])[CH:7]=1.C(N(CC)CC)C, predict the reaction product. The product is: [CH3:1][S:2]([O:15][CH2:14]/[CH:13]=[CH:12]/[C:8]1[CH:7]=[N:6][CH:11]=[CH:10][CH:9]=1)(=[O:4])=[O:3]. (7) The product is: [C:2]1([CH3:1])[CH:8]=[C:7]([CH3:9])[CH:6]=[C:5]([CH3:10])[C:3]=1[N:4]1[CH:13]=[CH:11][N:16]=[CH:17]1. Given the reactants [CH3:1][C:2]1[CH:8]=[C:7]([CH3:9])[CH:6]=[C:5]([CH3:10])[C:3]=1[NH2:4].[CH:11]([CH:13]=O)=O.[Cl-].[NH4+:16].[CH2:17]=O.P(=O)(O)(O)O, predict the reaction product.